This data is from Forward reaction prediction with 1.9M reactions from USPTO patents (1976-2016). The task is: Predict the product of the given reaction. (1) Given the reactants [C:1]([N:4]1[C:13]2[C:8](=[CH:9][C:10]([NH:14]C(OC(C)(C)C)=O)=[CH:11][CH:12]=2)[C:7]([CH3:22])=[CH:6][C:5]1([CH3:24])[CH3:23])(=[O:3])[CH3:2].[Al+3].[Cl-:26].[Cl-].[Cl-], predict the reaction product. The product is: [C:1]([N:4]1[C:13]2[C:8](=[CH:9][C:10]([NH2:14])=[CH:11][CH:12]=2)[C:7]([C:8]2[CH:13]=[CH:12][C:11]([Cl:26])=[CH:10][CH:9]=2)([CH3:22])[CH2:6][C:5]1([CH3:23])[CH3:24])(=[O:3])[CH3:2]. (2) The product is: [NH2:1][C:2]1[S:3][C:4]2[C:9]([NH:10][C@H:11]([CH2:14][CH:15]([CH3:16])[CH3:17])[CH2:12][OH:13])=[N:8][C:7]([S:18][CH:21]([C:24]3[CH:29]=[CH:28][CH:27]=[CH:26][CH:25]=3)[CH2:22][CH3:23])=[N:6][C:5]=2[N:19]=1. Given the reactants [NH2:1][C:2]1[S:3][C:4]2[C:9]([NH:10][C@H:11]([CH2:14][CH:15]([CH3:17])[CH3:16])[CH2:12][OH:13])=[N:8][C:7]([SH:18])=[N:6][C:5]=2[N:19]=1.Cl[CH:21]([C:24]1[CH:29]=[CH:28][CH:27]=[CH:26][CH:25]=1)[CH2:22][CH3:23], predict the reaction product.